From a dataset of Reaction yield outcomes from USPTO patents with 853,638 reactions. Predict the reaction yield, written as a fraction of the theoretical maximum amount of product (1.0 means a 100% yield; for example, 0.34 means a 34% yield). (1) The reactants are Cl.[C:2]([C:4]1[CH:9]=[CH:8][C:7]([NH:10][C:11](=[O:13])[CH3:12])=[C:6]([F:14])[CH:5]=1)#N.C([O:17]CC)C. No catalyst specified. The product is [F:14][C:6]1[CH:5]=[C:4]([CH:2]=[O:17])[CH:9]=[CH:8][C:7]=1[NH:10][C:11](=[O:13])[CH3:12]. The yield is 0.980. (2) The reactants are P12(SP3(SP(SP(S3)(S1)=S)(=S)S2)=S)=[S:2].[C:15]([C:19]1[CH:47]=[CH:46][C:22]([CH2:23][N:24]2[C:28]3[CH:29]=[CH:30][CH:31]=[CH:32][C:27]=3[N:26]([CH2:33][C:34]3[CH:39]=[CH:38][C:37]([NH:40][S:41]([CH3:44])(=[O:43])=[O:42])=[CH:36][CH:35]=3)[C:25]2=O)=[CH:21][CH:20]=1)([CH3:18])([CH3:17])[CH3:16].[OH-].[Na+].[Na+].[Cl-]. The catalyst is C1(C)C=CC(C)=CC=1.O. The product is [C:15]([C:19]1[CH:47]=[CH:46][C:22]([CH2:23][N:24]2[C:28]3[CH:29]=[CH:30][CH:31]=[CH:32][C:27]=3[N:26]([CH2:33][C:34]3[CH:39]=[CH:38][C:37]([NH:40][S:41]([CH3:44])(=[O:43])=[O:42])=[CH:36][CH:35]=3)[C:25]2=[S:2])=[CH:21][CH:20]=1)([CH3:18])([CH3:17])[CH3:16]. The yield is 0.400. (3) The reactants are [CH2:1]([C:3]1[O:7][C:6]([C:8]2[CH:9]=[C:10]([N+:24]([O-:26])=[O:25])[C:11]([N:14]3[CH2:19][CH2:18][CH:17]([C:20]([O:22]C)=[O:21])[CH2:16][CH2:15]3)=[N:12][CH:13]=2)=[N:5][CH:4]=1)[CH3:2].[OH-].[Na+].CO. The catalyst is C1COCC1. The product is [CH2:1]([C:3]1[O:7][C:6]([C:8]2[CH:9]=[C:10]([N+:24]([O-:26])=[O:25])[C:11]([N:14]3[CH2:19][CH2:18][CH:17]([C:20]([OH:22])=[O:21])[CH2:16][CH2:15]3)=[N:12][CH:13]=2)=[N:5][CH:4]=1)[CH3:2]. The yield is 1.00. (4) The reactants are Cl[C:2]1[C:11]2[C:6](=[CH:7][N:8]=[C:9]([F:12])[CH:10]=2)[N:5]=[CH:4][C:3]=1[C:13]#[N:14].[Cl:15][C:16]1[CH:22]=[CH:21][C:19]([NH2:20])=[C:18]([F:23])[CH:17]=1.C(=O)(O)[O-].[Na+]. The catalyst is C(O)C.[Cl-].[Na+].O. The product is [Cl:15][C:16]1[CH:22]=[CH:21][C:19]([NH:20][C:2]2[C:11]3[C:6](=[CH:7][N:8]=[C:9]([F:12])[CH:10]=3)[N:5]=[CH:4][C:3]=2[C:13]#[N:14])=[C:18]([F:23])[CH:17]=1. The yield is 0.400. (5) The reactants are [CH:1]([B-](F)(F)F)=[CH2:2].[K+].C(N(CC)CC)C.C(O)CC.Br[C:20]1[CH:21]=[C:22]([O:44][CH3:45])[C:23]([NH:26][C:27](=[O:43])[C:28]2[CH:33]=[CH:32][CH:31]=[C:30]([S:34]([N:37]3[CH2:42][CH2:41][CH2:40][CH2:39][CH2:38]3)(=[O:36])=[O:35])[CH:29]=2)=[N:24][CH:25]=1. The catalyst is C1C=CC(P(C2C=CC=CC=2)[C-]2C=CC=C2)=CC=1.C1C=CC(P(C2C=CC=CC=2)[C-]2C=CC=C2)=CC=1.Cl[Pd]Cl.[Fe+2].C(OCC)(=O)C. The product is [CH3:45][O:44][C:22]1[C:23]([NH:26][C:27](=[O:43])[C:28]2[CH:33]=[CH:32][CH:31]=[C:30]([S:34]([N:37]3[CH2:42][CH2:41][CH2:40][CH2:39][CH2:38]3)(=[O:36])=[O:35])[CH:29]=2)=[N:24][CH:25]=[C:20]([CH:1]=[CH2:2])[CH:21]=1. The yield is 0.420. (6) The reactants are Cl[C:2]1[C:11]2[C:6](=[CH:7][C:8]([O:14][CH3:15])=[C:9]([O:12][CH3:13])[CH:10]=2)[N:5]=[CH:4][CH:3]=1.[N+:16]([C:19]1[CH:25]=[CH:24][C:22]([NH2:23])=[CH:21][CH:20]=1)([O-:18])=[O:17].C1(C)C=CC(S(O)(=O)=O)=CC=1. The catalyst is COCC(O)C. The product is [CH3:13][O:12][C:9]1[CH:10]=[C:11]2[C:6](=[CH:7][C:8]=1[O:14][CH3:15])[N:5]=[CH:4][CH:3]=[C:2]2[NH:23][C:22]1[CH:24]=[CH:25][C:19]([N+:16]([O-:18])=[O:17])=[CH:20][CH:21]=1. The yield is 0.730. (7) The reactants are C(NC(C)C)(C)C.C(O[B:12]([O:17][CH:18]([CH3:20])[CH3:19])[O:13][CH:14]([CH3:16])[CH3:15])(C)C.C([Li])CCC.[Cl:26][C:27]1[S:28][CH:29]=[CH:30][N:31]=1.OC(C(O)(C)C)(C)C.C(O)(=O)C. The catalyst is C(OCC)C. The product is [Cl:26][C:27]1[S:28][C:29]([B:12]2[O:13][C:14]([CH3:15])([CH3:16])[C:18]([CH3:19])([CH3:20])[O:17]2)=[CH:30][N:31]=1. The yield is 0.820. (8) The reactants are FC(F)(F)S(O[C:7]1[CH:12]=[C:11]([O:13][CH3:14])[C:10]([CH3:15])=[C:9]([O:16][CH3:17])[CH:8]=1)(=O)=O.[O:20]1[CH:24]=[CH:23][CH:22]=[C:21]1B(O)O.[Li+].[Cl-].C([O-])([O-])=O.[Na+].[Na+]. The catalyst is COCCOC.C1C=CC([P]([Pd]([P](C2C=CC=CC=2)(C2C=CC=CC=2)C2C=CC=CC=2)([P](C2C=CC=CC=2)(C2C=CC=CC=2)C2C=CC=CC=2)[P](C2C=CC=CC=2)(C2C=CC=CC=2)C2C=CC=CC=2)(C2C=CC=CC=2)C2C=CC=CC=2)=CC=1. The product is [CH3:17][O:16][C:9]1[CH:8]=[C:7]([C:21]2[O:20][CH:24]=[CH:23][CH:22]=2)[CH:12]=[C:11]([O:13][CH3:14])[C:10]=1[CH3:15]. The yield is 0.770.